This data is from Peptide-MHC class II binding affinity with 134,281 pairs from IEDB. The task is: Regression. Given a peptide amino acid sequence and an MHC pseudo amino acid sequence, predict their binding affinity value. This is MHC class II binding data. The peptide sequence is FFIQSFTMSTALKRL. The MHC is HLA-DPA10201-DPB11401 with pseudo-sequence HLA-DPA10201-DPB11401. The binding affinity (normalized) is 0.573.